From a dataset of Forward reaction prediction with 1.9M reactions from USPTO patents (1976-2016). Predict the product of the given reaction. (1) Given the reactants FC(F)(F)S(O[C:7]1[CH:16]=[CH:15][C:14]2[C:9](=[C:10]([C:17]3[CH:22]=[CH:21][CH:20]=[C:19]([S:23]([NH2:26])(=[O:25])=[O:24])[CH:18]=3)[CH:11]=[CH:12][N:13]=2)[N:8]=1)(=O)=O.CC1(C)C(C)(C)OB([C:37]2[CH:38]=[C:39]([S:43]([NH2:46])(=[O:45])=[O:44])[CH:40]=[N:41][CH:42]=2)O1, predict the reaction product. The product is: [NH2:26][S:23]([C:19]1[CH:18]=[C:17]([C:10]2[CH:11]=[CH:12][N:13]=[C:14]3[C:9]=2[N:8]=[C:7]([C:37]2[CH:38]=[C:39]([S:43]([NH2:46])(=[O:45])=[O:44])[CH:40]=[N:41][CH:42]=2)[CH:16]=[CH:15]3)[CH:22]=[CH:21][CH:20]=1)(=[O:24])=[O:25]. (2) Given the reactants [NH2:1][C:2]1[CH:7]=[CH:6][CH:5]=[CH:4][CH:3]=1.Cl[C:9]1[C:18]2[C:13](=[CH:14][C:15]([F:22])=[C:16]([N+:19]([O-:21])=[O:20])[CH:17]=2)[N:12]=[CH:11][N:10]=1, predict the reaction product. The product is: [N+:19]([C:16]1[CH:17]=[C:18]2[C:13](=[CH:14][C:15]=1[F:22])[N:12]=[CH:11][N:10]=[C:9]2[NH:1][C:2]1[CH:7]=[CH:6][CH:5]=[CH:4][CH:3]=1)([O-:21])=[O:20]. (3) The product is: [CH:14](=[N:9][CH2:8][CH2:7][CH2:6][P:5]([CH2:10][CH:11]([CH3:13])[CH3:12])[CH2:1][CH:2]([CH3:3])[CH3:4])[C:15]1[CH:20]=[CH:19][CH:18]=[CH:17][CH:16]=1. Given the reactants [CH2:1]([P:5]([CH2:10][CH:11]([CH3:13])[CH3:12])[CH2:6][CH2:7][CH2:8][NH2:9])[CH:2]([CH3:4])[CH3:3].[CH:14](=O)[C:15]1[CH:20]=[CH:19][CH:18]=[CH:17][CH:16]=1, predict the reaction product. (4) Given the reactants [NH:1]=[S:2]([CH3:9])([N:4]1[CH2:8][CH2:7][CH2:6][CH2:5]1)=[O:3].[H-].[K+].[Br:12][C:13]1[CH:20]=[CH:19][C:16]([CH2:17]Br)=[CH:15][CH:14]=1, predict the reaction product. The product is: [Br:12][C:13]1[CH:20]=[CH:19][C:16]([CH2:17][N:1]=[S:2]([CH3:9])(=[O:3])[N:4]2[CH2:8][CH2:7][CH2:6][CH2:5]2)=[CH:15][CH:14]=1. (5) Given the reactants [CH2:1]([S:8][C:9]1[C:14]([CH3:15])=[CH:13][C:12]([N+:16]([O-])=O)=[CH:11][N:10]=1)[C:2]1[CH:7]=[CH:6][CH:5]=[CH:4][CH:3]=1.Cl, predict the reaction product. The product is: [CH2:1]([S:8][C:9]1[N:10]=[CH:11][C:12]([NH2:16])=[CH:13][C:14]=1[CH3:15])[C:2]1[CH:3]=[CH:4][CH:5]=[CH:6][CH:7]=1. (6) Given the reactants [Br:1]Br.[N+:3]([C:6]1[CH:12]=[CH:11][C:9]([NH2:10])=[CH:8][CH:7]=1)([O-:5])=[O:4], predict the reaction product. The product is: [Br:1][C:11]1[CH:12]=[C:6]([N+:3]([O-:5])=[O:4])[CH:7]=[CH:8][C:9]=1[NH2:10].